Dataset: CYP1A2 inhibition data for predicting drug metabolism from PubChem BioAssay. Task: Regression/Classification. Given a drug SMILES string, predict its absorption, distribution, metabolism, or excretion properties. Task type varies by dataset: regression for continuous measurements (e.g., permeability, clearance, half-life) or binary classification for categorical outcomes (e.g., BBB penetration, CYP inhibition). Dataset: cyp1a2_veith. (1) The result is 0 (non-inhibitor). The drug is CCCCN(Cc1ccccc1)C(=O)c1cnc2n(c1=O)CCS2. (2) The molecule is C=C(CC1(CNP(=O)(c2ccccc2)c2ccccc2)CC1)c1ccccc1. The result is 1 (inhibitor). (3) The molecule is Cc1cc(NC(=O)C2CCCCC2)nc2c1c(=O)oc1ccccc12. The result is 1 (inhibitor). (4) The compound is CN(C)Cc1ccccc1-c1nccc(NCc2cccs2)n1. The result is 1 (inhibitor).